This data is from Human Reference Interactome with 51,813 positive PPI pairs across 8,248 proteins, plus equal number of experimentally-validated negative pairs. The task is: Binary Classification. Given two protein amino acid sequences, predict whether they physically interact or not. (1) Protein 1 (ENSG00000244754) has sequence MSYGEIEGKFLGPREEVTSEPRCKKLKSTTESYVFHNHSNADFHRIQEKTGNDWVPVTIIDVRGHSYLQENKIKTTDLHRPLHDEMPGNRPDVIESIDSQVLQEARPPLVSADDEIYSTSKAFIGPIYKPPEKKKRNEGRNEAHVLNGINDRGGQKEKQKFNSEKSEIDNELFQFYKEIEELEKEKDGFENSCKESEPSQEQFVPFYEGHNNGLLKPDEEKKDLSNKAMPSHCDYQQNLGNEPDKYPCNGQVIPTFCDTSFTSFRPEWQSVYPFIVPYGPPLPSLNYHLNIQRFSGPPNP.... Protein 2 (ENSG00000168306) has sequence MGSPVHRVSLGDTWSRQMHPDIESERYMQSFDVERLTNILDGGAQNTALRRKVESIIHSYPEFSCKDNYFMTQNERYKAAMRRAFHIRLIARRLGWLEDGRELGYAYRALSGDVALNIHRVFVRALRSLGSEEQIAKWDPLCKNIQIIATYAQTELGHGTYLQGLETEATYDAATQEFVIHSPTLTATKWWPGDLGRSATHALVQAQLICSGARRGMHAFIVPIRSLQDHTPLPGIIIGDIGPKMDFDQTDNGFLQLNHVRVPRENMLSRFAQVLPDGTYVKLGTAQSNYLPMVVVRVEL.... Result: 0 (the proteins do not interact). (2) Protein 1 (ENSG00000171116) has sequence MEDKRSLSMARCEERNSRGQDHGLERVPFPPQLQSETYLHPADPSPAWDDPGSTGSPNLRLLTEEIAFQPLAEEASFRRPHPDGDVPPQGEDNLLSLPFPQKLWRLVSSNQFSSIWWDDSGACRVINQKLFEKEILKRDVAHKVFATTSIKSFFRQLNLYGFRKRRQCTFRTFTRIFSAKRLVSILNKLEFYCHPYFQRDSPHLLVRMKRRVGVKSAPRHQEEDKPEAAGSCLAPADTEQQDHTSPNENDQVTPQHREPAGPNTQIRSGSAPPATPVMVPDSAVASDNSPVTQPAGEWSE.... Protein 2 (ENSG00000221813) has sequence MELENQTRVTKFILVGFPGSLSMRAAMFLIFLVAYILTVAENVIIILLVLQNRPLHKPMYFFLANLSFLETWYISVTVPKLLFSFWSVNNSISFTLCMIQLYFFIALMCTECVLLAAMAYDRYVAICRPLHYPTIMSHGLCFRLALGSWAIGFGISLAKIYFISCLSFCGPNVINHFFCDISPVLNLSCTDMSITELVDFILALVIFLFPLFITVLSYGCILATILCMPTGKQKAFSTCASHLVVVTIFYSAIIFMYARPRVIHAFNMNKIISIFYAIVTPSLNPFIYCLRNREVKEALK.... Result: 0 (the proteins do not interact). (3) Protein 1 (ENSG00000115350) has sequence MAAAAAAGSGTPREEEGPAGEAAASQPQAPTSVPGARLSRLPLARVKALVKADPDVTLAGQEAIFILARAAELFVETIAKDAYCCAQQGKRKTLQRRDLDNAIEAVDEFAFLEGTLD*. Protein 2 (ENSG00000076924) has sequence MVVMARLSRPERPDLVFEEEDLPYEEEIMRNQFSVKCWLRYIEFKQGAPKPRLNQLYERALKLLPCSYKLWYRYLKARRAQVKHRCVTDPAYEDVNNCHERAFVFMHKMPRLWLDYCQFLMDQGRVTHTRRTFDRALRALPITQHSRIWPLYLRFLRSHPLPETAVRGYRRFLKLSPESAEEYIEYLKSSDRLDEAAQRLATVVNDERFVSKAGKSNYQLWHELCDLISQNPDKVQSLNVDAIIRGGLTRFTDQLGKLWCSLADYYIRSGHFEKARDVYEEAIRTVMTVRDFTQVFDSYA.... Result: 0 (the proteins do not interact). (4) Protein 1 (ENSG00000092841) has sequence MQCDFTEDQTAEFKEAFQLFDRTGDGKILYSQCGDVMRALGQNPTNAEVLKVLGNPKSDEMNVKVLDFEHFLPMLQTVAKNKDQGTYEDYVEGLRVFDKEGNGTVMGAEIRHVLVTLGEKMTEEEVEMLVAGHEDSNGCINYEELVRMVLNG*MQCDFTEDQTAEFKEAFQLFDRTGDGKILYSQCGDVMRALGQNPTNAEVLKVLGNPKSDEMNVKVLDFEHFLPMLQTVAKNKDQGTYEDYVEGLRVFDKEGNGTVMGAEIRHVLVTLGEKMTEEEVEMLVAGHEDSNGCINYEAFVR.... Protein 2 (ENSG00000157510) has sequence MDRGQVLEQLLPELTGLLSLLDHEYLSDTTLEKKMAVASILQSLQPLPAKEVSYLYVNTADLHSGPSFVESLFEEFDCDLSDLRDMPEDDGEPSKGASPELAKSPRLRNAADLPPPLPNKPPPEDYYEEALPLGPGKSPEYISSHNGCSPSHSIVDGYYEDADSSYPATRVNGELKSSYNDSDAMSSSYESYDEEEEEGKSPQPRHQWPSEEASMHLVRECRICAFLLRKKRFGQWAKQLTVIREDQLLCYKSSKDRQPHLRLALDTCSIIYVPKDSRHKRHELRFTQGATEVLVLALQS.... Result: 0 (the proteins do not interact). (5) Protein 1 (ENSG00000101213) has sequence MVSRDQAHLGPKYVGLWDFKSRTDEELSFRAGDVFHVARKEEQWWWATLLDEAGGAVAQGYVPHNYLAERETVESEPAGHAGCAALQDLAACRGPAAPERGGVLPQPARACELPQGPEPVPRPAAGRALPEARA*MVSRDQAHLGPKYVGLWDFKSRTDEELSFRAGDVFHVARKEEQWWWATLLDEAGGAVAQGYVPHNYLAERETVESEPWFFGCISRSEAVRRLQAEGNATGAFLIRVSEKPSADYVLSVRDTQAVRHYKIWRRAGGRLHLNEAVSFLSLPELVNYHRAQSLSHGLR.... Protein 2 (ENSG00000120549) has sequence MQRELVYARGDGPGAPRPGSTAHPPHAIPNSPPSTPVPHSMPPSPSRIPYGGTRSMVVPGNATIPRDRISSLPVSRPISPSPSAILERRDVKPDEDMSGKNIAMYRNEGFYADPYLYHEGRMSIASSHGGHPLDVPDHIIAYHRTAIRSASAYCNPSMQAEMHMEQSLYRQKSRKYPDSHLPTLGSKTPPASPHRVSDLRMIDMHAHYNAHGPPHTMQPDRASPSRQAFKKEPGTLVYIEKPRSAAGLSSLVDLGPPLMEKQVFAYSTATIPKDRETSEKMMKTTANRNHTDSAGTPHVS.... Result: 1 (the proteins interact). (6) Protein 1 (ENSG00000185236) has sequence MGTRDDEYDYLFKVVLIGDSGVGKSNLLSRFTRNEFNLESKSTIGVEFATRSIQVDGKTIKAQIWDTAGQERYRAITSAYYRGAVGALLVYDIAKHLTYENVERWLKELRDHADSNIVIMLVGNKSDLRHLRAVPTDEARAFAEKNNLSFIETSALDSTNVEEAFKNILTEIYRIVSQKQIADRAAHDESPGNNVVDISVPPTTDGQKPNKLQCCQNL*MGTRDDEYDYLFKVVLIGDSGVGKSNLLSRFTRNEFNLESKSTIGVEFATRSIQVDGKTIKAQIWDTAGQERYRAITSAYY.... Protein 2 (ENSG00000174792) has sequence MARRHCFSYWLLVCWLVVTVAEGQEEVFTPPGDSQNNADATDCQIFTLTPPPAPRSPVTRAQPITKTPRCPFHFFPRRPRIHFRFPNRPFVPSRCNHRFPFQPFYWPHRYLTYRYFPRRRLQRGSSSEES*MARRHCFSYWLLVCWLVVTVAEALSTFYLQQHINLHMDKKRYLRLLEIHKIMRTLPTARSLHSPLHLPRGVRSQGPSPSQRHPGVPSIFFHEGPESILGFQTDLSSLQGVTTVFHSSHFIGHTVTLLIGISPEEDSREEAHLRKAEREEKPKHTEAKKSLSFRKKQQKD.... Result: 0 (the proteins do not interact). (7) Protein 1 (ENSG00000112335) has sequence MAETVADTRRLITKPQNLNDAYGPPSNFLEIDVSNPQTVGVGRGRFTTYEIRVKTNLPIFKLKESTVRRRYSDFEWLRSELERESKVVVPPLPGKAFLRQLPFRGDDGIFDDNFIEERKQGLEQFINKVAGHPLAQNERCLHMFLQDEIIDKSYTPSKIRHA*MAETVADTRRLITKPQNLNDAYGPPSNFLEIDVSNPQTVGVGRGRFTTYEIRVKTNLPIFKLKESTVRRRYSDFEWLRSELERESKPCLRMTSEARSHGRTWCAQNDEKLFCD*MAETVADTRRLITKPQNLNDAYG.... Protein 2 (ENSG00000177519) has sequence MNPALGNQTDVAGLFLANSSEALERAVRCCTQASVVTDDGFAEGGPDERSLYIMRVVQIAVMCVLSLTVVFGIFFLGCNLLIKSEGMINFLVKDRRPSKEVEAVVVGPY*. Result: 1 (the proteins interact). (8) Protein 1 (ENSG00000120708) has sequence MALFVRLLALALALALGPAATLAGPAKSPYQLVLQHSRLRGRQHGPNVCAVQKVIGTNRKYFTNCKQWYQRKICGKSTVISYECCPGYEKVPGEKGCPAALPLSNLYETLGVVGSTTTQLYTDRTEKLRPEMEGPGSFTIFAPSNEAWASLPAEVLDSLVSNVNIELLNALRYHMVGRRVLTDELKHGMTLTSMYQNSNIQIHHYPNGIVTVNCARLLKADHHATNGVVHLIDKVISTITNNIQQIIEIEDTFETLRAAVAASGLNTMLEGNGQYTLLAPTNEAFEKIPSETLNRILGDP.... Protein 2 (ENSG00000163993) has sequence MTELETAMGMIIDVFSRYSGSEGSTQTLTKGELKVLMEKELPGFLQSGKDKDAVDKLLKDLDANGDAQVDFSEFIVFVAAITSACHKYFEKAGLK*. Result: 1 (the proteins interact). (9) Protein 1 (ENSG00000147601) has sequence MAEDVSSAAPSPRGCADGRDADPTEEQMAETERNDEEQFECQELLECQVQVGAPEEEEEEEEDAGLVAEAEAVAAGWMLDFLCLSLCRAFRDGRSEDFRRTRNSAEAIIHGLSSLTACQLRTIYICQFLTRIAAGKTLDAQFENDERITPLESALMIWGSIEKEHDKLHEEIQNLIKIQAIAVCMENGNFKEAEEVFERIFGDPNSHMPFKSKLLMIISQKDTFHSFFQHFSYNHMMEKIKSYVNYVLSEKSSTFLMKAAAKVVESKRTRTITSQDKPSGNDVEMETEANLDTRKRSHKN.... Protein 2 (ENSG00000152377) has sequence DDYFRNWNPNKPFDQALDPSKDPCLKVKCSPHKVCVTQDYQTALCVSRKHLLPRQKKGNVAQKHWVGPSNLVKCKPCPVAQSAMVCGSDGHSYTSKCKLEFHACSTGKSLATLCDGPCPCLPEPEPPKHKAERSACTDKELRNLASRLKDWFGALHEDANRVIKPTSSNTAQGRFDTSILPICKDSLGWMFNKLDMNYDLLLDPSEINAIYLDKYEPCIKPLFNSCDSFKDGKLSNNEWCYCFQKPGGLPCQNEMNRIQKLSKGKSLLGAFIPRCNEEGYYKATQCHGSTGQCWCVDKYG.... Result: 0 (the proteins do not interact).